Dataset: Peptide-MHC class II binding affinity with 134,281 pairs from IEDB. Task: Regression. Given a peptide amino acid sequence and an MHC pseudo amino acid sequence, predict their binding affinity value. This is MHC class II binding data. (1) The peptide sequence is EILELAQSETCSPGGQ. The MHC is DRB5_0101 with pseudo-sequence DRB5_0101. The binding affinity (normalized) is 0. (2) The peptide sequence is RTLNKIVYIKPAKNI. The MHC is DRB1_1501 with pseudo-sequence DRB1_1501. The binding affinity (normalized) is 0.692. (3) The peptide sequence is EEWEPLTKKGNVWEV. The MHC is DRB1_0901 with pseudo-sequence DRB1_0901. The binding affinity (normalized) is 0.148. (4) The peptide sequence is VSATLEQDKCVTVMA. The MHC is DRB5_0101 with pseudo-sequence DRB5_0101. The binding affinity (normalized) is 0.0622. (5) The peptide sequence is QEVEFIGYGKATLECKK. The MHC is DRB1_1101 with pseudo-sequence DRB1_1101. The binding affinity (normalized) is 0.617.